Dataset: CYP2C19 inhibition data for predicting drug metabolism from PubChem BioAssay. Task: Regression/Classification. Given a drug SMILES string, predict its absorption, distribution, metabolism, or excretion properties. Task type varies by dataset: regression for continuous measurements (e.g., permeability, clearance, half-life) or binary classification for categorical outcomes (e.g., BBB penetration, CYP inhibition). Dataset: cyp2c19_veith. (1) The drug is CCCCC1S/C(=N/N=C/c2ccc(OC)cc2)N(Cc2ccc(OC)cc2)C1=O. The result is 1 (inhibitor). (2) The result is 0 (non-inhibitor). The drug is COc1ccc(Oc2ncc3nc(-c4cccs4)c(=O)n(C)c3n2)cc1. (3) The drug is O=S(=O)(O)c1ccc(N=Nc2ccccc2)cc1. The result is 0 (non-inhibitor). (4) The drug is NCCc1c[nH]c2ccccc12. The result is 0 (non-inhibitor). (5) The molecule is O=c1[nH]c(=O)n(CCOc2ccc(Cl)cc2)cc1Br. The result is 1 (inhibitor). (6) The compound is NO. The result is 0 (non-inhibitor). (7) The compound is Cc1ccccc1OC/C(O)=C(\C#N)c1nc2ccccc2[nH]1. The result is 0 (non-inhibitor). (8) The molecule is CC1(C)N=C(N)N=C(N)N1c1cccc(OCc2cccc(N)c2)c1. The result is 0 (non-inhibitor). (9) The compound is COc1ccc2c(c1OC)CN1CCc3cc4c(cc3[C@H]1C2)OCO4. The result is 1 (inhibitor). (10) The compound is CNc1ccc2oc(C[C@H]3O[C@]4(CC[C@H]3C)O[C@H]([C@H](C)C(=O)c3ccc[nH]3)[C@H](C)C[C@H]4C)nc2c1C(=O)O. The result is 0 (non-inhibitor).